Dataset: Kir2.1 potassium channel HTS with 301,493 compounds. Task: Binary Classification. Given a drug SMILES string, predict its activity (active/inactive) in a high-throughput screening assay against a specified biological target. The drug is Clc1c([N+]([O-])=O)cc(S(=O)(=O)NCCC(=O)Nc2cc(S(=O)(=O)N)c(OC)cc2)cc1. The result is 0 (inactive).